From a dataset of Catalyst prediction with 721,799 reactions and 888 catalyst types from USPTO. Predict which catalyst facilitates the given reaction. (1) Reactant: [C:1]([C:3]1[CH:4]=[CH:5][C:6]([C:17]([F:20])([F:19])[F:18])=[C:7]([NH:9][C:10](=[O:16])[O:11][C:12]([CH3:15])([CH3:14])[CH3:13])[CH:8]=1)#[N:2]. Product: [NH2:2][CH2:1][C:3]1[CH:4]=[CH:5][C:6]([C:17]([F:18])([F:19])[F:20])=[C:7]([NH:9][C:10](=[O:16])[O:11][C:12]([CH3:15])([CH3:13])[CH3:14])[CH:8]=1. The catalyst class is: 814. (2) Reactant: [Cl:1][C:2]1[CH:3]=[C:4]([C:8](Cl)=[N:9][OH:10])[CH:5]=[CH:6][CH:7]=1.CCN(CC)CC.[C:19]([C@@H:21]1[N:25]2[CH2:26][CH2:27][N:28]([C:30]3[C:31]([C:36]#[N:37])=[N:32][CH:33]=[CH:34][N:35]=3)[CH2:29][C@@H:24]2[CH2:23][CH2:22]1)#[CH:20]. Product: [Cl:1][C:2]1[CH:3]=[C:4]([C:8]2[CH:20]=[C:19]([C@@H:21]3[N:25]4[CH2:26][CH2:27][N:28]([C:30]5[C:31]([C:36]#[N:37])=[N:32][CH:33]=[CH:34][N:35]=5)[CH2:29][C@@H:24]4[CH2:23][CH2:22]3)[O:10][N:9]=2)[CH:5]=[CH:6][CH:7]=1. The catalyst class is: 2.